From a dataset of Peptide-MHC class I binding affinity with 185,985 pairs from IEDB/IMGT. Regression. Given a peptide amino acid sequence and an MHC pseudo amino acid sequence, predict their binding affinity value. This is MHC class I binding data. (1) The peptide sequence is VTRPLRTMV. The MHC is HLA-A01:01 with pseudo-sequence HLA-A01:01. The binding affinity (normalized) is 0.0847. (2) The peptide sequence is FLIGVYQQY. The MHC is HLA-A02:12 with pseudo-sequence HLA-A02:12. The binding affinity (normalized) is 0.413. (3) The MHC is HLA-A30:01 with pseudo-sequence HLA-A30:01. The peptide sequence is TFMYVFSTF. The binding affinity (normalized) is 0.0847. (4) The peptide sequence is WEGSPGKFW. The MHC is HLA-B44:02 with pseudo-sequence HLA-B44:02. The binding affinity (normalized) is 0.705.